This data is from Forward reaction prediction with 1.9M reactions from USPTO patents (1976-2016). The task is: Predict the product of the given reaction. Given the reactants CC([Si](C)(C)[O:6][C@@H:7]1[CH2:11][N:10]([C:12]([O:14][C:15]([CH3:18])([CH3:17])[CH3:16])=[O:13])[C@@H:9]([CH2:19][O:20][C:21](=[O:26])[C:22]([CH3:25])([CH3:24])[CH3:23])[CH2:8]1)(C)C.CCCC[N+](CCCC)(CCCC)CCCC.[F-], predict the reaction product. The product is: [CH3:23][C:22]([CH3:25])([CH3:24])[C:21]([O:20][CH2:19][C@H:9]1[CH2:8][C@H:7]([OH:6])[CH2:11][N:10]1[C:12]([O:14][C:15]([CH3:18])([CH3:17])[CH3:16])=[O:13])=[O:26].